This data is from Full USPTO retrosynthesis dataset with 1.9M reactions from patents (1976-2016). The task is: Predict the reactants needed to synthesize the given product. (1) Given the product [OH:21][C:3]1[C:4]2[C:5](=[CH:6][C:7]([C:10]3[C:15]([C:16]([F:17])([F:18])[F:19])=[CH:14][CH:13]=[CH:12][N:11]=3)=[CH:8][CH:9]=2)[NH:20][C:22](=[O:24])[CH:23]=1, predict the reactants needed to synthesize it. The reactants are: CO[C:3](=[O:21])[C:4]1[CH:9]=[CH:8][C:7]([C:10]2[C:15]([C:16]([F:19])([F:18])[F:17])=[CH:14][CH:13]=[CH:12][N:11]=2)=[CH:6][C:5]=1[NH2:20].[C:22](O)(=[O:24])[CH3:23].O.C[Si]([N-][Si](C)(C)C)(C)C.[K+]. (2) The reactants are: [CH2:1]([N:3]1[CH:8]2[CH2:9][CH2:10][CH:4]1[CH2:5][CH:6]([C:11]1[N:16]3[N:17]=[C:18]([C:21]4[CH:26]=[CH:25][N:24]=[CH:23][CH:22]=4)[C:19](I)=[C:15]3[N:14]=[CH:13][CH:12]=1)[CH2:7]2)[CH3:2].[CH3:27][O:28][C:29]1[CH:36]=[C:35](B2OC(C)(C)C(C)(C)O2)[CH:34]=[CH:33][C:30]=1[C:31]#[N:32]. Given the product [CH2:1]([N:3]1[CH:8]2[CH2:9][CH2:10][CH:4]1[CH2:5][CH:6]([C:11]1[N:16]3[N:17]=[C:18]([C:21]4[CH:26]=[CH:25][N:24]=[CH:23][CH:22]=4)[C:19]([C:35]4[CH:34]=[CH:33][C:30]([C:31]#[N:32])=[C:29]([O:28][CH3:27])[CH:36]=4)=[C:15]3[N:14]=[CH:13][CH:12]=1)[CH2:7]2)[CH3:2], predict the reactants needed to synthesize it. (3) Given the product [CH2:12]([O:19][C:20]1[CH:25]=[C:24]([F:26])[CH:23]=[CH:22][C:21]=1[CH:34]([C:33]1[CH:36]=[CH:37][C:30]([O:29][CH3:28])=[CH:31][CH:32]=1)[OH:35])[C:13]1[CH:18]=[CH:17][CH:16]=[CH:15][CH:14]=1, predict the reactants needed to synthesize it. The reactants are: CCCCCC.C([Li])CCC.[CH2:12]([O:19][C:20]1[CH:25]=[C:24]([F:26])[CH:23]=[CH:22][C:21]=1Br)[C:13]1[CH:18]=[CH:17][CH:16]=[CH:15][CH:14]=1.[CH3:28][O:29][C:30]1[CH:37]=[CH:36][C:33]([CH:34]=[O:35])=[CH:32][CH:31]=1.[Cl-].[NH4+]. (4) Given the product [CH:21]1([NH:20][C:19]([NH:18][CH:12]2[CH2:13][CH2:14][CH2:15][CH2:16][CH2:17]2)=[O:3])[CH2:26][CH2:25][CH2:24][CH2:23][CH2:22]1, predict the reactants needed to synthesize it. The reactants are: C1OC2C(=CSC=2)[O:3]C1CO.[CH:12]1([N:18]=[C:19]=[N:20][CH:21]2[CH2:26][CH2:25][CH2:24][CH2:23][CH2:22]2)[CH2:17][CH2:16][CH2:15][CH2:14][CH2:13]1.C(C1C=CC(C2C=CC(OC(CC)C(O)=O)=CC=2)=CC=1)#N. (5) Given the product [CH:16]1([NH:22][C:2]2[CH:7]=[C:6]([N:8]3[CH2:13][CH2:12][N:11]([CH3:14])[CH2:10][CH2:9]3)[N:5]=[C:4]([NH2:15])[N:3]=2)[CH2:21][CH2:20][CH2:19][CH2:18][CH2:17]1, predict the reactants needed to synthesize it. The reactants are: Cl[C:2]1[CH:7]=[C:6]([N:8]2[CH2:13][CH2:12][N:11]([CH3:14])[CH2:10][CH2:9]2)[N:5]=[C:4]([NH2:15])[N:3]=1.[CH:16]1([NH2:22])[CH2:21][CH2:20][CH2:19][CH2:18][CH2:17]1. (6) Given the product [CH2:23]([O:30][N:31]=[C:6]([C:4]1[N:3]=[CH:2][O:1][CH:5]=1)[CH:8]1[CH2:12][N:11]([C@H:13]([C:15]2[CH:20]=[CH:19][CH:18]=[CH:17][CH:16]=2)[CH3:14])[C:10](=[O:21])[CH2:9]1)[C:24]1[CH:29]=[CH:28][CH:27]=[CH:26][CH:25]=1, predict the reactants needed to synthesize it. The reactants are: [O:1]1[CH:5]=[C:4]([C:6]([CH:8]2[CH2:12][N:11]([C@H:13]([C:15]3[CH:20]=[CH:19][CH:18]=[CH:17][CH:16]=3)[CH3:14])[C:10](=[O:21])[CH2:9]2)=O)[N:3]=[CH:2]1.Cl.[CH2:23]([O:30][NH2:31])[C:24]1[CH:29]=[CH:28][CH:27]=[CH:26][CH:25]=1. (7) Given the product [Cl:30][C:27]1[CH:26]=[CH:25][C:24]([C:23]2[C:18]([N:12]3[CH:13]=[CH:14][C:10]([C:9]([F:16])([F:15])[F:8])=[N:11]3)=[C:19]([CH3:32])[N:20]=[N:21][C:22]=2[CH3:31])=[CH:29][CH:28]=1, predict the reactants needed to synthesize it. The reactants are: [H-].[Na+].CN(C=O)C.[F:8][C:9]([F:16])([F:15])[C:10]1[CH:14]=[CH:13][NH:12][N:11]=1.Cl[C:18]1[C:23]([C:24]2[CH:29]=[CH:28][C:27]([Cl:30])=[CH:26][CH:25]=2)=[C:22]([CH3:31])[N:21]=[N:20][C:19]=1[CH3:32].